Task: Predict the reactants needed to synthesize the given product.. Dataset: Full USPTO retrosynthesis dataset with 1.9M reactions from patents (1976-2016) (1) Given the product [Cl:37][C:35]1[CH:34]=[CH:33][C:32]([CH3:38])=[C:31]([N:28]2[C:29](=[O:30])[C:21]3[CH:3]=[C:8]([B:9]4[O:10][C:11]([CH3:16])([CH3:17])[C:12]([CH3:14])([CH3:15])[O:13]4)[N:23]([CH:24]([CH3:26])[CH3:25])[C:22]=3[CH:27]2[C:39]2[CH:40]=[CH:41][C:42]([Cl:45])=[CH:43][CH:44]=2)[CH:36]=1, predict the reactants needed to synthesize it. The reactants are: CO[C:3]1[C:8]([B:9]2[O:13][C:12]([CH3:15])([CH3:14])[C:11]([CH3:17])([CH3:16])[O:10]2)=CN=CN=1.BrC1[N:23]([CH:24]([CH3:26])[CH3:25])[C:22]2[CH:27]([C:39]3[CH:44]=[CH:43][C:42]([Cl:45])=[CH:41][CH:40]=3)[N:28]([C:31]3[CH:36]=[C:35]([Cl:37])[CH:34]=[CH:33][C:32]=3[CH3:38])[C:29](=[O:30])[C:21]=2C=1.COCCOC.BrC1C(OC)=NC=NC=1. (2) Given the product [CH3:1][C:2]1([CH3:12])[C:11]2[C:6](=[CH:7][C:8]([N+:13]([O-:16])=[O:14])=[CH:9][CH:10]=2)[N:5]([C:28](=[O:29])[C:27]([F:38])([F:37])[F:26])[CH2:4][CH2:3]1, predict the reactants needed to synthesize it. The reactants are: [CH3:1][C:2]1([CH3:12])[C:11]2[C:6](=[CH:7][CH:8]=[CH:9][CH:10]=2)[NH:5][CH2:4][CH2:3]1.[N+:13]([O-:16])(O)=[O:14].[OH-].[Na+].C(N(CC)CC)C.[F:26][C:27]([F:38])([F:37])[C:28](O[C:28](=[O:29])[C:27]([F:38])([F:37])[F:26])=[O:29]. (3) Given the product [CH3:29][O:30][C:31]1[CH:32]=[CH:33][C:34]([S:37]([N:19]2[CH2:20][CH2:21][CH:16]([NH:15][CH:13]([C:3]3[N:2]([CH3:1])[C:11](=[O:12])[C:10]4[C:5](=[CH:6][CH:7]=[CH:8][CH:9]=4)[N:4]=3)[CH3:14])[CH2:17][CH2:18]2)(=[O:39])=[O:38])=[CH:35][CH:36]=1, predict the reactants needed to synthesize it. The reactants are: [CH3:1][N:2]1[C:11](=[O:12])[C:10]2[C:5](=[CH:6][CH:7]=[CH:8][CH:9]=2)[N:4]=[C:3]1[CH:13]([NH:15][CH:16]1[CH2:21][CH2:20][NH:19][CH2:18][CH2:17]1)[CH3:14].C(N(CC)CC)C.[CH3:29][O:30][C:31]1[CH:36]=[CH:35][C:34]([S:37](Cl)(=[O:39])=[O:38])=[CH:33][CH:32]=1.ClCCl. (4) Given the product [Cl:1][C:2]1[C:7]([CH3:8])=[CH:6][CH:5]=[C:4]([F:9])[C:3]=1[C:10](=[O:12])/[CH:11]=[C:16](\[OH:21])/[C:17]([O:19][CH3:20])=[O:18], predict the reactants needed to synthesize it. The reactants are: [Cl:1][C:2]1[C:7]([CH3:8])=[CH:6][CH:5]=[C:4]([F:9])[C:3]=1[C:10](=[O:12])[CH3:11].C[O-].[Na+].[C:16](OC)(=[O:21])[C:17]([O:19][CH3:20])=[O:18]. (5) Given the product [CH3:15][O:16][C:17]1[CH:22]=[CH:21][CH:20]=[CH:19][C:18]=1[N:23]1[CH2:28][CH2:27][N:26]([CH2:13][CH2:12][CH2:11][C:9]2[O:8][N:7]=[C:6]([C:2]3[S:1][CH:5]=[CH:4][N:3]=3)[CH:10]=2)[CH2:25][CH2:24]1, predict the reactants needed to synthesize it. The reactants are: [S:1]1[CH:5]=[CH:4][N:3]=[C:2]1[C:6]1[CH:10]=[C:9]([CH2:11][CH2:12][CH:13]=O)[O:8][N:7]=1.[CH3:15][O:16][C:17]1[CH:22]=[CH:21][CH:20]=[CH:19][C:18]=1[N:23]1[CH2:28][CH2:27][NH:26][CH2:25][CH2:24]1.[BH-](OC(C)=O)(OC(C)=O)OC(C)=O.[Na+]. (6) The reactants are: [NH2:1][C@@H:2]([CH2:5][CH2:6][C:7]1[C:16]2[C:11](=[CH:12][CH:13]=[CH:14][CH:15]=2)[N:10]=[C:9]([N:17]2[CH2:23][CH2:22][CH2:21][C:20]3[CH:24]=[CH:25][CH:26]=[CH:27][C:19]=3[CH2:18]2)[CH:8]=1)[CH2:3][OH:4].C([O-])(=O)C.[K+].O.[N:34]#[C:35]Br. Given the product [CH2:18]1[C:19]2[CH:27]=[CH:26][CH:25]=[CH:24][C:20]=2[CH2:21][CH2:22][CH2:23][N:17]1[C:9]1[CH:8]=[C:7]([CH2:6][CH2:5][C@H:2]2[CH2:3][O:4][C:35]([NH2:34])=[N:1]2)[C:16]2[C:11](=[CH:12][CH:13]=[CH:14][CH:15]=2)[N:10]=1, predict the reactants needed to synthesize it. (7) Given the product [CH2:1]([O:3][C:4]([C:6]1[CH:7]=[C:8]2[C:13](=[CH:14][CH:15]=1)[N:12]([C:16]([O:18][C:19]([CH3:21])([CH3:20])[CH3:22])=[O:17])[CH2:11][CH2:10][N:9]2[S:39]([C:37]1[CH:38]=[C:33]([Cl:32])[CH:34]=[CH:35][C:36]=1[O:43][CH3:44])(=[O:40])=[O:41])=[O:5])[CH3:2], predict the reactants needed to synthesize it. The reactants are: [CH2:1]([O:3][C:4]([C:6]1[CH:7]=[C:8]2[C:13](=[CH:14][CH:15]=1)[N:12]([C:16]([O:18][C:19]([CH3:22])([CH3:21])[CH3:20])=[O:17])[CH2:11][CH2:10][NH:9]2)=[O:5])[CH3:2].C(N(CC)C(C)C)(C)C.[Cl:32][C:33]1[CH:34]=[CH:35][C:36]([O:43][CH3:44])=[C:37]([S:39](Cl)(=[O:41])=[O:40])[CH:38]=1. (8) Given the product [F:17][CH:2]([F:1])[C:3]1[N:7]2[CH:8]=[C:9]([NH2:14])[CH:10]=[C:11]([O:12][CH3:13])[C:6]2=[N:5][N:4]=1, predict the reactants needed to synthesize it. The reactants are: [F:1][CH:2]([F:17])[C:3]1[N:7]2[CH:8]=[C:9]([N+:14]([O-])=O)[CH:10]=[C:11]([O:12][CH3:13])[C:6]2=[N:5][N:4]=1.